From a dataset of Antibody developability classification from SAbDab with 2,409 antibodies. Regression/Classification. Given an antibody's heavy chain and light chain sequences, predict its developability. TAP uses regression for 5 developability metrics; SAbDab uses binary classification. The antibody is ['EVQLKQSGPGLVQPSQSLSITCTVSGFSLTNYGVHWVRQSPGKGLEWLGVIWSGGNTDYNTPFTSRLSINKDNSKSQVFFKMNSLQSNDTAIYYCARALTYYDYEFAYWGQGTLVTVSA', 'PROT_D746F282']. Result: 0 (not developable).